From a dataset of Peptide-MHC class I binding affinity with 185,985 pairs from IEDB/IMGT. Regression. Given a peptide amino acid sequence and an MHC pseudo amino acid sequence, predict their binding affinity value. This is MHC class I binding data. (1) The peptide sequence is YTFCRLNVK. The MHC is HLA-A30:01 with pseudo-sequence HLA-A30:01. The binding affinity (normalized) is 0.756. (2) The peptide sequence is SGAENPGGYCL. The MHC is H-2-Db with pseudo-sequence H-2-Db. The binding affinity (normalized) is 0.0654. (3) The binding affinity (normalized) is 0.722. The MHC is HLA-A02:03 with pseudo-sequence HLA-A02:03. The peptide sequence is KLNDWDFVV.